This data is from Full USPTO retrosynthesis dataset with 1.9M reactions from patents (1976-2016). The task is: Predict the reactants needed to synthesize the given product. (1) Given the product [CH3:1][N:2]([CH2:4][C:5]1[CH:10]=[CH:9][C:8]([C:11]2[CH:12]=[CH:13][C:14]([CH2:17][CH2:18][C:19]([C:21]3[O:22][C:23]([C:26]4[N:31]=[C:30]([C:32]([OH:34])=[O:33])[CH:29]=[CH:28][CH:27]=4)=[CH:24][N:25]=3)=[O:20])=[CH:15][CH:16]=2)=[CH:7][CH:6]=1)[CH3:3], predict the reactants needed to synthesize it. The reactants are: [CH3:1][N:2]([CH2:4][C:5]1[CH:10]=[CH:9][C:8]([C:11]2[CH:16]=[CH:15][C:14]([CH2:17][CH2:18][C:19]([C:21]3[O:22][C:23]([C:26]4[N:31]=[C:30]([C:32]([O:34]C)=[O:33])[CH:29]=[CH:28][CH:27]=4)=[CH:24][N:25]=3)=[O:20])=[CH:13][CH:12]=2)=[CH:7][CH:6]=1)[CH3:3].[Li+].[OH-].Cl. (2) Given the product [F:1][C:2]1[CH:10]=[C:9]2[C:5]([CH:6]=[N:7][N:8]2[CH2:12][CH2:13][O:14][CH:15]2[CH2:20][CH2:19][CH2:18][CH2:17][O:16]2)=[CH:4][CH:3]=1, predict the reactants needed to synthesize it. The reactants are: [F:1][C:2]1[CH:10]=[C:9]2[C:5]([CH:6]=[N:7][NH:8]2)=[CH:4][CH:3]=1.Br[CH2:12][CH2:13][O:14][CH:15]1[CH2:20][CH2:19][CH2:18][CH2:17][O:16]1.C(=O)([O-])[O-].[Cs+].[Cs+]. (3) Given the product [CH3:1][CH2:2][O:3][C:4]([C@H:6]1[CH:10]=[CH:9][CH2:8][N:7]1[C:18]([O:20][C:21]([CH3:22])([CH3:24])[CH3:23])=[O:19])=[O:5], predict the reactants needed to synthesize it. The reactants are: [CH3:1][CH2:2][O:3][C:4]([C@H:6]1[CH2:10][C@H:9]([Se]C2C=CC=CC=2)[CH2:8][N:7]1[C:18]([O:20][C:21]([CH3:24])([CH3:23])[CH3:22])=[O:19])=[O:5].N1C=CC=CC=1.OO. (4) Given the product [CH2:13]([C:17]1[N:18]([CH2:32][C:33]2[CH:38]=[CH:37][C:36]([C:39]3[CH:44]=[CH:43][CH:42]=[CH:41][C:40]=3[C:45]3[NH:3][C:4](=[O:7])[O:5][N:46]=3)=[CH:35][C:34]=2[F:47])[C:19](=[O:31])[C:20]([C:24]2[CH:25]=[CH:26][C:27]([F:30])=[CH:28][CH:29]=2)=[C:21]([CH3:23])[N:22]=1)[CH2:14][CH2:15][CH3:16], predict the reactants needed to synthesize it. The reactants are: [Cl-].O[NH3+:3].[C:4](=[O:7])([O-])[OH:5].[Na+].CS(C)=O.[CH2:13]([C:17]1[N:18]([CH2:32][C:33]2[CH:38]=[CH:37][C:36]([C:39]3[C:40]([C:45]#[N:46])=[CH:41][CH:42]=[CH:43][CH:44]=3)=[CH:35][C:34]=2[F:47])[C:19](=[O:31])[C:20]([C:24]2[CH:29]=[CH:28][C:27]([F:30])=[CH:26][CH:25]=2)=[C:21]([CH3:23])[N:22]=1)[CH2:14][CH2:15][CH3:16]. (5) Given the product [CH2:19]([N:26]1[CH2:31][CH2:30][C:29](=[N:2][NH:1][C:3]2[N:8]=[CH:7][N:6]=[C:5]([OH:9])[CH:4]=2)[CH2:28][CH2:27]1)[C:20]1[CH:25]=[CH:24][CH:23]=[CH:22][CH:21]=1, predict the reactants needed to synthesize it. The reactants are: [NH:1]([C:3]1[N:8]=[CH:7][N:6]=[C:5]([OH:9])[CH:4]=1)[NH2:2].N(C1NC=NC(=O)C=1)N.[CH2:19]([N:26]1[CH2:31][CH2:30][C:29](=O)[CH2:28][CH2:27]1)[C:20]1[CH:25]=[CH:24][CH:23]=[CH:22][CH:21]=1. (6) Given the product [Cl:1][C:2]1[CH:7]=[N:6][C:5]([O:8][C:9]2[CH:10]=[CH:11][C:12]([F:15])=[CH:13][CH:14]=2)=[C:4]([CH:3]=1)[C:16]([NH:18][C@H:19]([C:21]1[CH:29]=[CH:28][C:24]([C:25]([NH:40][S:37]([C:34]2[CH:33]=[CH:32][C:31]([Cl:30])=[CH:36][CH:35]=2)(=[O:39])=[O:38])=[O:27])=[CH:23][CH:22]=1)[CH3:20])=[O:17], predict the reactants needed to synthesize it. The reactants are: [Cl:1][C:2]1[CH:3]=[C:4]([C:16]([NH:18][C@H:19]([C:21]2[CH:29]=[CH:28][C:24]([C:25]([OH:27])=O)=[CH:23][CH:22]=2)[CH3:20])=[O:17])[C:5]([O:8][C:9]2[CH:14]=[CH:13][C:12]([F:15])=[CH:11][CH:10]=2)=[N:6][CH:7]=1.[Cl:30][C:31]1[CH:36]=[CH:35][C:34]([S:37]([NH2:40])(=[O:39])=[O:38])=[CH:33][CH:32]=1. (7) Given the product [Cl:1][C:2]1[N:3]=[C:4]([Cl:10])[C:5]2[NH:9][C:17](=[O:18])[CH:12]3[CH2:13][O:14][CH2:15][CH2:16][N:11]3[C:6]=2[N:7]=1, predict the reactants needed to synthesize it. The reactants are: [Cl:1][C:2]1[N:7]=[C:6](Cl)[C:5]([NH2:9])=[C:4]([Cl:10])[N:3]=1.[NH:11]1[CH2:16][CH2:15][O:14][CH2:13][CH:12]1[C:17](O)=[O:18].C(N(CC)CC)C. (8) Given the product [Cl:21][C:17]1[CH:18]=[C:19]2[C:14](=[C:15]([NH:22][CH:23]3[CH2:24][CH2:25][O:26][CH2:27][CH2:28]3)[CH:16]=1)[NH:13][C:12]([C:10]([N:7]1[CH2:8][CH2:9][C@@H:5]([CH2:3][OH:2])[CH2:6]1)=[O:11])=[CH:20]2, predict the reactants needed to synthesize it. The reactants are: C[O:2][C:3]([C@@H:5]1[CH2:9][CH2:8][N:7]([C:10]([C:12]2[NH:13][C:14]3[C:19]([CH:20]=2)=[CH:18][C:17]([Cl:21])=[CH:16][C:15]=3[NH:22][CH:23]2[CH2:28][CH2:27][O:26][CH2:25][CH2:24]2)=[O:11])[CH2:6]1)=O.[BH4-].[Li+].CO.Cl. (9) Given the product [NH2:1][C:2]1[CH:7]=[CH:6][CH:5]=[CH:4][C:3]=1[NH:8][C:9](=[O:28])[C:10]1[CH:15]=[CH:14][C:13]([CH2:16][N:17]2[CH2:25][C:24]3[C:19](=[CH:20][CH:21]=[CH:22][C:23]=3[C:43]3[CH:44]=[CH:45][C:40]([C:39]([F:50])([F:49])[F:38])=[CH:41][CH:42]=3)[C:18]2=[O:27])=[CH:12][CH:11]=1, predict the reactants needed to synthesize it. The reactants are: [NH2:1][C:2]1[CH:7]=[CH:6][CH:5]=[CH:4][C:3]=1[NH:8][C:9](=[O:28])[C:10]1[CH:15]=[CH:14][C:13]([CH2:16][N:17]2[CH2:25][C:24]3[C:19](=[CH:20][CH:21]=[CH:22][C:23]=3Br)[C:18]2=[O:27])=[CH:12][CH:11]=1.C(N)(=O)C1C=CC=CC=1.[F:38][C:39]([F:50])([F:49])[C:40]1[CH:45]=[CH:44][C:43](B(O)O)=[CH:42][CH:41]=1.